This data is from Forward reaction prediction with 1.9M reactions from USPTO patents (1976-2016). The task is: Predict the product of the given reaction. (1) The product is: [CH2:13]([O:11][C:10]([C:3]1[C:4]2[C:9](=[CH:8][CH:7]=[CH:6][CH:5]=2)[NH:1][CH:2]=1)=[O:12])[CH3:14]. Given the reactants [NH:1]1[C:9]2[C:4](=[CH:5][CH:6]=[CH:7][CH:8]=2)[C:3]([C:10]([OH:12])=[O:11])=[CH:2]1.[CH2:13](O)[CH3:14], predict the reaction product. (2) The product is: [CH2:11]([N:5]1[C:6]2[C:33](=[CH:28][CH:29]=[CH:30][CH:2]=2)[CH:34]=[C:35]([CH3:26])[CH2:4]1)[CH2:12][CH2:13][CH2:14][CH2:15][CH2:16][CH2:17][CH2:18][CH2:19][CH2:20][CH2:21][CH3:22].[Br-:10].[Cl:1][C:2]1[NH:3][CH:4]=[NH+:5][C:6]=1[Cl:7]. Given the reactants [Cl:1][C:2]1[N:3]=[CH:4][NH:5][C:6]=1[Cl:7].[OH-].[K+].[Br:10][CH2:11][CH2:12][CH2:13][CH2:14][CH2:15][CH2:16][CH2:17][CH2:18][CH2:19][CH2:20][CH2:21][CH3:22].Cl.ClC[C:26]1[CH:35]=[CH:34][C:33]2[C:28](=[CH:29][CH:30]=CC=2)N=1, predict the reaction product. (3) Given the reactants O/[CH:2]=[C:3]1\[C:4](=O)[C@:5]2([C:18]3[CH:23]=[CH:22][CH:21]=[CH:20][CH:19]=3)[C@@H:10]([CH2:11][CH2:12]\1)[C@H:9]([CH3:13])[C:8]1([O:17][CH2:16][CH2:15][O:14]1)[CH2:7][CH2:6]2.C(O)(=O)C.[CH:29]([NH2:31])=[NH:30].N1CCCCC1, predict the reaction product. The product is: [CH3:13][C@@H:9]1[C:8]2([O:14][CH2:15][CH2:16][O:17]2)[CH2:7][CH2:6][C@@:5]2([C:18]3[CH:19]=[CH:20][CH:21]=[CH:22][CH:23]=3)[C@H:10]1[CH2:11][CH2:12][C:3]1[CH:2]=[N:30][CH:29]=[N:31][C:4]=12. (4) Given the reactants [CH3:1][C:2]1[CH:3]=[C:4]([F:9])[CH:5]=[C:6](C)[CH:7]=1.C=O.[BrH:12].[C:13](O)(=O)[CH3:14], predict the reaction product. The product is: [CH3:1][C:2]1[CH:3]=[C:4]([F:9])[CH:5]=[C:13]([CH3:14])[C:7]=1[CH2:6][Br:12]. (5) Given the reactants [H-].[Na+].[CH:3]1([C:6]2[N:7]=[C:8]3[CH:13]=[CH:12][C:11]([N:14]4[CH:19]=[CH:18][C:17]([O:20][CH2:21][C:22]5[CH:27]=[CH:26][C:25]([F:28])=[CH:24][CH:23]=5)=[CH:16][C:15]4=[O:29])=[CH:10][N:9]3[C:30]=2[CH2:31][OH:32])[CH2:5][CH2:4]1.I[CH3:34], predict the reaction product. The product is: [CH:3]1([C:6]2[N:7]=[C:8]3[CH:13]=[CH:12][C:11]([N:14]4[CH:19]=[CH:18][C:17]([O:20][CH2:21][C:22]5[CH:27]=[CH:26][C:25]([F:28])=[CH:24][CH:23]=5)=[CH:16][C:15]4=[O:29])=[CH:10][N:9]3[C:30]=2[CH2:31][O:32][CH3:34])[CH2:4][CH2:5]1.